This data is from Full USPTO retrosynthesis dataset with 1.9M reactions from patents (1976-2016). The task is: Predict the reactants needed to synthesize the given product. (1) Given the product [OH:1][CH2:2][CH2:3][C:4]1[CH:9]=[CH:8][C:7]([O:10][CH2:12][C:13]2[CH:22]=[CH:21][CH:20]=[CH:19][C:14]=2[C:15]([O:17][CH3:18])=[O:16])=[CH:6][CH:5]=1, predict the reactants needed to synthesize it. The reactants are: [OH:1][CH2:2][CH2:3][C:4]1[CH:9]=[CH:8][C:7]([OH:10])=[CH:6][CH:5]=1.Br[CH2:12][C:13]1[CH:22]=[CH:21][CH:20]=[CH:19][C:14]=1[C:15]([O:17][CH3:18])=[O:16].C(=O)([O-])[O-].[K+].[K+].C(O)C(N)(CO)CO. (2) Given the product [CH2:3]=[CH:2][CH2:1][S:4](=[O:9])[S:5][CH2:6][CH:7]=[CH2:8], predict the reactants needed to synthesize it. The reactants are: [CH2:1]([S:4][S:5][CH2:6][CH:7]=[CH2:8])[CH:2]=[CH2:3].[OH:9]O.O. (3) Given the product [Cl:1][C:2]1[CH:3]=[C:4]([C:9]2[N:13]([C:14]3[CH:19]=[CH:18][CH:17]=[C:16]([C:20]#[N:21])[CH:15]=3)[N:12]=[C:11]([C:22]([OH:24])=[O:23])[CH:10]=2)[CH:5]=[CH:6][C:7]=1[F:8], predict the reactants needed to synthesize it. The reactants are: [Cl:1][C:2]1[CH:3]=[C:4]([C:9]2[N:13]([C:14]3[CH:19]=[CH:18][CH:17]=[C:16]([C:20]#[N:21])[CH:15]=3)[N:12]=[C:11]([C:22]([O:24]CC)=[O:23])[CH:10]=2)[CH:5]=[CH:6][C:7]=1[F:8].ClC1C=C(N2C(C3C=C(F)C=C(Cl)C=3)=CC(C(O)=O)=N2)C=CC=1F. (4) Given the product [CH3:1][O:2][CH2:3][CH2:4][CH2:5][C:6]1[C:11]2[C:12]([CH3:41])=[C:13]([CH2:15][O:16][C:17]3[CH:22]=[CH:21][C:20]([C:23]4[CH:28]=[CH:27][C:26]([S:29]([NH:32][C@H:33]([C:37]([OH:39])=[O:38])[CH:34]([CH3:36])[CH3:35])(=[O:31])=[O:30])=[CH:25][CH:24]=4)=[CH:19][CH:18]=3)[O:14][C:10]=2[CH:9]=[CH:8][CH:7]=1, predict the reactants needed to synthesize it. The reactants are: [CH3:1][O:2][CH2:3][CH2:4][CH2:5][C:6]1[C:11]2[C:12]([CH3:41])=[C:13]([CH2:15][O:16][C:17]3[CH:22]=[CH:21][C:20]([C:23]4[CH:28]=[CH:27][C:26]([S:29]([NH:32][C@H:33]([C:37]([O:39]C)=[O:38])[CH:34]([CH3:36])[CH3:35])(=[O:31])=[O:30])=[CH:25][CH:24]=4)=[CH:19][CH:18]=3)[O:14][C:10]=2[CH:9]=[CH:8][CH:7]=1.[OH-].[Li+].Cl.C(OCC)(=O)C.